From a dataset of Forward reaction prediction with 1.9M reactions from USPTO patents (1976-2016). Predict the product of the given reaction. (1) Given the reactants FC(F)(F)C(O)=O.[C:8]([N:12]([CH2:18]OC)[CH2:13][Si](C)(C)C)([CH3:11])([CH3:10])[CH3:9].[F:21][C:22]1[CH:27]=[CH:26][C:25](/[CH:28]=[CH:29]/[C:30]([O:32][CH3:33])=[O:31])=[CH:24][CH:23]=1.C(=O)(O)[O-].[Na+], predict the reaction product. The product is: [C:8]([N:12]1[CH2:13][C@@H:28]([C:25]2[CH:24]=[CH:23][C:22]([F:21])=[CH:27][CH:26]=2)[C@H:29]([C:30]([O:32][CH3:33])=[O:31])[CH2:18]1)([CH3:9])([CH3:10])[CH3:11]. (2) Given the reactants [C:1]1([S:7]([N:10]2[C:14]3=[N:15][CH:16]=[CH:17][CH:18]=[C:13]3[CH:12]=[CH:11]2)(=[O:9])=[O:8])[CH:6]=[CH:5][CH:4]=[CH:3][CH:2]=1.C([N-]C(C)C)(C)C.[Li+].C([Li])CCC.CCCCCC.C(NC(C)C)(C)C.[O:45]1[CH2:50][CH2:49][CH:48]([CH2:51][CH:52]=[O:53])[CH2:47][CH2:46]1, predict the reaction product. The product is: [C:1]1([S:7]([N:10]2[C:14]3=[N:15][CH:16]=[CH:17][CH:18]=[C:13]3[CH:12]=[C:11]2[CH:52]([OH:53])[CH2:51][CH:48]2[CH2:49][CH2:50][O:45][CH2:46][CH2:47]2)(=[O:9])=[O:8])[CH:2]=[CH:3][CH:4]=[CH:5][CH:6]=1. (3) Given the reactants [CH3:1][O:2][C:3]1[CH:8]=[C:7]([CH2:9][N:10]2C(=O)C3=CC=CC=C3C2=O)[CH:6]=[CH:5][C:4]=1[C:21]1[CH:26]=[CH:25][CH:24]=[CH:23][CH:22]=1.C(O)C, predict the reaction product. The product is: [CH3:1][O:2][C:3]1[CH:8]=[C:7]([CH2:9][NH2:10])[CH:6]=[CH:5][C:4]=1[C:21]1[CH:26]=[CH:25][CH:24]=[CH:23][CH:22]=1. (4) Given the reactants [Cl:1][C:2]1[CH:7]=[CH:6][C:5]([OH:8])=[CH:4][C:3]=1[O:9][CH2:10][O:11][CH3:12].C(=O)([O-])[O-].[K+].[K+].[CH:19]1[CH:24]=[CH:23][C:22]([CH2:25]Br)=[CH:21][CH:20]=1, predict the reaction product. The product is: [CH2:25]([O:8][C:5]1[CH:6]=[CH:7][C:2]([Cl:1])=[C:3]([O:9][CH2:10][O:11][CH3:12])[CH:4]=1)[C:22]1[CH:23]=[CH:24][CH:19]=[CH:20][CH:21]=1.